Task: Predict the reactants needed to synthesize the given product.. Dataset: Full USPTO retrosynthesis dataset with 1.9M reactions from patents (1976-2016) Given the product [CH:9]1([C:6]([SH:3])([CH3:8])[CH3:7])[CH2:14][CH2:13][CH2:12][CH2:11][CH2:10]1, predict the reactants needed to synthesize it. The reactants are: NC(N)=[S:3].Br[C:6]([CH:9]1[CH2:14][CH2:13][CH2:12][CH2:11][CH2:10]1)([CH3:8])[CH3:7].